Dataset: Reaction yield outcomes from USPTO patents with 853,638 reactions. Task: Predict the reaction yield, written as a fraction of the theoretical maximum amount of product (1.0 means a 100% yield; for example, 0.34 means a 34% yield). (1) The reactants are COC[O:4][C:5]1[CH:10]=[C:9]([O:11]COC)[CH:8]=[CH:7][C:6]=1[C:15]1[CH2:20][CH2:19][CH2:18][C:17](=[O:21])[CH:16]=1. The catalyst is CO. The product is [OH:4][C:5]1[CH:10]=[C:9]([OH:11])[CH:8]=[CH:7][C:6]=1[C:15]1[CH2:20][CH2:19][CH2:18][C:17](=[O:21])[CH:16]=1. The yield is 0.760. (2) The product is [Br:31][CH2:33][C:34]([N:11]([CH2:12][CH2:13][C:14]([O:16][CH2:17][C:18]1[CH:23]=[CH:22][CH:21]=[CH:20][CH:19]=1)=[O:15])[CH2:10][CH2:9][O:8][Si:1]([C:4]([CH3:6])([CH3:7])[CH3:5])([CH3:3])[CH3:2])=[O:35]. The yield is 0.310. The reactants are [Si:1]([O:8][CH2:9][CH2:10][NH:11][CH2:12][CH2:13][C:14]([O:16][CH2:17][C:18]1[CH:23]=[CH:22][CH:21]=[CH:20][CH:19]=1)=[O:15])([C:4]([CH3:7])([CH3:6])[CH3:5])([CH3:3])[CH3:2].CCN(CC)CC.[Br-:31].C1C[O:35][CH2:34][CH2:33]1. The catalyst is CCOC(C)=O. (3) The reactants are N1CCCCC1.[CH:7]1([O:12][C:13]2[CH:14]=[C:15]([CH:18]=[CH:19][C:20]=2[O:21][CH3:22])[CH:16]=O)[CH2:11][CH2:10][CH2:9][CH2:8]1.C([CH2:26][C:27]([NH:29][C:30]1[CH:38]=[CH:37][CH:36]=[CH:35][C:31]=1[C:32]([OH:34])=[O:33])=[O:28])(O)=O.Cl. The catalyst is C1(C)C=CC=CC=1. The product is [CH:7]1([O:12][C:13]2[CH:14]=[C:15](/[CH:16]=[CH:26]/[C:27]([NH:29][C:30]3[CH:38]=[CH:37][CH:36]=[CH:35][C:31]=3[C:32]([OH:34])=[O:33])=[O:28])[CH:18]=[CH:19][C:20]=2[O:21][CH3:22])[CH2:11][CH2:10][CH2:9][CH2:8]1. The yield is 0.670. (4) The reactants are [OH:1][C:2]([CH3:35])([CH3:34])[CH2:3][C@@:4]1([C:28]2[CH:33]=[CH:32][CH:31]=[CH:30][CH:29]=2)[O:9][C:8](=[O:10])[N:7]([C@H:11]([C:13]2[CH:18]=[CH:17][C:16](B3OC(C)(C)C(C)(C)O3)=[CH:15][CH:14]=2)[CH3:12])[CH2:6][CH2:5]1.Br[C:37]1[CH:38]=[CH:39][C:40](=[O:46])[N:41]([CH:43]([CH3:45])[CH3:44])[CH:42]=1.C([O-])([O-])=O.[Cs+].[Cs+]. The catalyst is O1CCOCC1.Cl[Pd](Cl)([P](C1C=CC=CC=1)(C1C=CC=CC=1)C1C=CC=CC=1)[P](C1C=CC=CC=1)(C1C=CC=CC=1)C1C=CC=CC=1. The product is [OH:1][C:2]([CH3:35])([CH3:34])[CH2:3][C@@:4]1([C:28]2[CH:33]=[CH:32][CH:31]=[CH:30][CH:29]=2)[O:9][C:8](=[O:10])[N:7]([C@H:11]([C:13]2[CH:14]=[CH:15][C:16]([C:37]3[CH:38]=[CH:39][C:40](=[O:46])[N:41]([CH:43]([CH3:45])[CH3:44])[CH:42]=3)=[CH:17][CH:18]=2)[CH3:12])[CH2:6][CH2:5]1. The yield is 0.210. (5) The reactants are [F:1][CH:2]([F:11])[C:3]([C:5]1[CH:10]=[CH:9][CH:8]=[CH:7][CH:6]=1)=[O:4].Br[C:13]1[CH:18]=[CH:17][C:16]([N+:19]([O-:21])=[O:20])=[CH:15][CH:14]=1. No catalyst specified. The product is [F:1][C:2]([F:11])([C:13]1[CH:18]=[CH:17][C:16]([N+:19]([O-:21])=[O:20])=[CH:15][CH:14]=1)[C:3]([C:5]1[CH:6]=[CH:7][CH:8]=[CH:9][CH:10]=1)=[O:4]. The yield is 0.620.